From a dataset of Full USPTO retrosynthesis dataset with 1.9M reactions from patents (1976-2016). Predict the reactants needed to synthesize the given product. (1) Given the product [CH3:13][O:12][C:8]1[CH:7]=[C:6]2[C:11](=[CH:10][CH:9]=1)[CH:2]=[N:3][C:4]([CH2:20][NH2:21])=[C:5]2[C:14]1[CH:19]=[CH:18][CH:17]=[CH:16][CH:15]=1, predict the reactants needed to synthesize it. The reactants are: Cl[C:2]1[C:11]2[C:6](=[CH:7][C:8]([O:12][CH3:13])=[CH:9][CH:10]=2)[C:5]([C:14]2[CH:19]=[CH:18][CH:17]=[CH:16][CH:15]=2)=[C:4]([C:20]#[N:21])[N:3]=1. (2) Given the product [CH3:1][N:2]1[CH:6]=[CH:5][N:4]=[C:3]1[C:11]([O:13][CH2:14][CH3:15])=[O:12], predict the reactants needed to synthesize it. The reactants are: [CH3:1][N:2]1[CH:6]=[CH:5][N:4]=[CH:3]1.C(#N)C.Cl[C:11]([O:13][CH2:14][CH3:15])=[O:12]. (3) Given the product [Br:39][C:40]1[C:41]([CH:11]=[O:16])=[CH:42][C:43]([O:46][CH2:47][CH2:48][CH2:49][CH2:50][CH:51]2[CH2:52][CH2:53][N:54]([CH3:57])[CH2:55][CH2:56]2)=[N:44][CH:45]=1, predict the reactants needed to synthesize it. The reactants are: FC1C=CC2NC(C3C(C)=CN=[C:11]([O:16]CCCCC4CCN(C)CC4)C=3)=NC=2C=1C.[Li+].CC([N-]C(C)C)C.[Br:39][C:40]1[CH:41]=[CH:42][C:43]([O:46][CH2:47][CH2:48][CH2:49][CH2:50][CH:51]2[CH2:56][CH2:55][N:54]([CH3:57])[CH2:53][CH2:52]2)=[N:44][CH:45]=1.CN(C=O)C. (4) Given the product [C:2]1([C:1]2[S:32][C:11]([C:12]([O:14][CH2:15][CH3:16])=[O:13])=[N:10][N:9]=2)[CH:7]=[CH:6][CH:5]=[CH:4][CH:3]=1, predict the reactants needed to synthesize it. The reactants are: [C:1]([NH:9][NH:10][C:11](=O)[C:12]([O:14][CH2:15][CH3:16])=[O:13])(=O)[C:2]1[CH:7]=[CH:6][CH:5]=[CH:4][CH:3]=1.C1COCC1.COC1C=CC(P2(SP(C3C=CC(OC)=CC=3)(=S)S2)=[S:32])=CC=1.